From a dataset of Reaction yield outcomes from USPTO patents with 853,638 reactions. Predict the reaction yield, written as a fraction of the theoretical maximum amount of product (1.0 means a 100% yield; for example, 0.34 means a 34% yield). (1) The reactants are Br[C:2]1[CH:3]=[C:4]([CH:9]=[CH:10][C:11]=1[OH:12])[C:5]([O:7][CH3:8])=[O:6].C(N(CC)CC)C.[CH:20]([O:22]CCCC)=[CH2:21].Cl. The catalyst is C(O)C.C(OCC)C.C1(P(C2C=CC=CC=2)[C-]2C=CC=C2)C=CC=CC=1.[C-]1(P(C2C=CC=CC=2)C2C=CC=CC=2)C=CC=C1.[Fe+2].C(O[Pd]OC(=O)C)(=O)C.C(Cl)Cl. The product is [C:20]([C:2]1[CH:3]=[C:4]([CH:9]=[CH:10][C:11]=1[OH:12])[C:5]([O:7][CH3:8])=[O:6])(=[O:22])[CH3:21]. The yield is 0.820. (2) The reactants are [CH:1]([C:4]1[C:8]2[CH:9]=[CH:10][C:11]([C:13]([F:16])([F:15])[F:14])=[CH:12][C:7]=2[S:6][C:5]=1[CH2:17][CH2:18][C:19]([C:21]1[CH:26]=[CH:25][C:24]([CH2:27][CH2:28][C:29]([O:31][CH3:32])=[O:30])=[C:23]([CH3:33])[CH:22]=1)=O)([CH3:3])[CH3:2].Cl.[NH2:35][OH:36].C([O-])(=O)C.[Na+]. The catalyst is CCO.O. The product is [OH:36][N:35]=[C:19]([C:21]1[CH:26]=[CH:25][C:24]([CH2:27][CH2:28][C:29]([O:31][CH3:32])=[O:30])=[C:23]([CH3:33])[CH:22]=1)[CH2:18][CH2:17][C:5]1[S:6][C:7]2[CH:12]=[C:11]([C:13]([F:16])([F:15])[F:14])[CH:10]=[CH:9][C:8]=2[C:4]=1[CH:1]([CH3:3])[CH3:2]. The yield is 0.570. (3) The reactants are [NH2:1][C@H:2]([C:6]([OH:8])=[O:7])[CH:3]([CH3:5])[CH3:4].S(Cl)(Cl)=O.[OH-].[Na+].[CH2:15](O)[CH3:16]. No catalyst specified. The product is [CH2:15]([O:7][C:6](=[O:8])[C@H:2]([CH:3]([CH3:5])[CH3:4])[NH2:1])[CH3:16]. The yield is 1.00.